This data is from Forward reaction prediction with 1.9M reactions from USPTO patents (1976-2016). The task is: Predict the product of the given reaction. Given the reactants C([O-])([O-])=O.[K+].[K+].[CH2:7]([N:9]([CH2:14][CH3:15])[C:10](=[O:13])[CH2:11]Cl)[CH3:8].CN(C=O)C.[Cl:21][C:22]1[C:31]([OH:32])=[C:30]([S:33]([CH2:36][CH3:37])(=[O:35])=[O:34])[CH:29]=[CH:28][C:23]=1[C:24]([O:26][CH3:27])=[O:25], predict the reaction product. The product is: [Cl:21][C:22]1[C:31]([O:32][CH2:11][C:10]([N:9]([CH2:14][CH3:15])[CH2:7][CH3:8])=[O:13])=[C:30]([S:33]([CH2:36][CH3:37])(=[O:35])=[O:34])[CH:29]=[CH:28][C:23]=1[C:24]([O:26][CH3:27])=[O:25].